This data is from Experimentally validated miRNA-target interactions with 360,000+ pairs, plus equal number of negative samples. The task is: Binary Classification. Given a miRNA mature sequence and a target amino acid sequence, predict their likelihood of interaction. (1) The protein sequence of the target gene is MSAGSATHPGAGGRRSKWDQPAPAPLLFLPPAAPGGEVTSSGGSPGGTTAAPSGALDAAAAVAAKINAMLMAKGKLKPTQNASEKLQAPGKGLTSNKSKDDLVVAEVEINDVPLTCRNLLTRGQTQDEISRLSGAAVSTRGRFMTTEEKAKVGPGDRPLYLHVQGQTRELVDRAVNRIKEIITNGVVKAATGTSPTFNGATVTVYHQPAPIAQLSPAVSQKPPFQSGMHYVQDKLFVGLEHAVPTFNVKEKVEGPGCSYLQHIQIETGAKVFLRGKGSGCIEPASGREAFEPMYIYISHP.... Result: 1 (interaction). The miRNA is hsa-miR-4690-3p with sequence GCAGCCCAGCUGAGGCCUCUG. (2) The miRNA is mmu-miR-129-5p with sequence CUUUUUGCGGUCUGGGCUUGC. The protein sequence of the target gene is MSRRKQGNPQHLSQRELITPEADHVEATILEEDEGLEIEEPSSLGLMVGGPDPDLLTCGQCQMNFPLGDILVFIEHKKKQCGGLGPCYDKVLDKSSPPPSSRSELRRVSEPVEIGIQVTPDEDDHLLSPTKGICPKQENIAGPCRPAQLPSMAPIAASSSHPPTSVITSPLRALGVLPPCFPLPCCGARPISGDGTQGEGQMEAPFGCQCELSGKDEPSSYICTTCKQPFNSAWFLLQHAQNTHGFRIYLEPGPASTSLTPRLTIPPPLGPETVAQSPLMNFLGDSNPFNLLRMTGPILR.... Result: 1 (interaction). (3) The miRNA is hsa-miR-1468-3p with sequence AGCAAAAUAAGCAAAUGGAAAA. The protein sequence of the target gene is MVQQTNNAENTEALLAGESSDSGAGLELGIASSPTPGSTASTGGKADDPSWCKTPSGHIKRPMNAFMVWSQIERRKIMEQSPDMHNAEISKRLGKRWKLLKDSDKIPFIREAERLRLKHMADYPDYKYRPRKKVKSGNANSSSSAAASSKPGEKGDKVGGSGGGGHGGGGGGGSSNAGGGGGGASGGGANSKPAQKKSCGSKVAGGAGGGVSKPHAKLILAGGGGGGKAAAAAAASFAAEQAGAAALLPLGAAADHHSLYKARTPSASASASSAASASAALAAPGKHLAEKKVKRVYLFG.... Result: 1 (interaction). (4) The miRNA is mmu-miR-17-5p with sequence CAAAGUGCUUACAGUGCAGGUAG. The protein sequence of the target gene is MSRRKQAKPQHLKSDEELPPQDGASEHGVPGDGAEDADSGSESRSGSEETSVCEKCCAEFFKWADFLQHKKTCTKNPLVLIVHDDEPAPPSEDFPEPSPASSPSDRTESEVAEEVAPTEGSEVKAATKEAEPMDVEVSTDKGPPGPSVPPPPPALPPQPEPAAFSMPSTNVTLETLLSTKVAVAQFSQGARAGGTTGAGGSVGAVAIPMILEQLVALQQQQIHQLQLIEQIRSQVALMSRQPGPPLKPSASAPGTASVQLQGLTPHAALQLSAGPATASAGSGSTLPAAFDGPQHLSQPA.... Result: 1 (interaction). (5) The miRNA is hsa-miR-26b-5p with sequence UUCAAGUAAUUCAGGAUAGGU. The protein sequence of the target gene is MHREPAKKKAEKRLFDASSFGKDLLAGGVAAAVSKTAVAPIERVKLLLQVQASSKQISPEARYKGMVDCLVRIPREQGFFSFWRGNLANVIRYFPTQALNFAFKDKYKQLFMSGVNKEKQFWRWFLANLASGGAAGATSLCVVYPLDFARTRLGVDIGKGPEERQFKGLGDCIMKIAKSDGIAGLYQGFGVSVQGIIVYRASYFGAYDTVKGLLPKPKKTPFLVSFFIAQVVTTCSGILSYPFDTVRRRMMMQSGEAKRQYKGTLDCFVKIYQHEGISSFFRGAFSNVLRGTGGALVLVL.... Result: 0 (no interaction). (6) The miRNA is hsa-miR-542-5p with sequence UCGGGGAUCAUCAUGUCACGAGA. The protein sequence of the target gene is MTSLFAQEIRLSKRHEEIVSQRLMLLQQMENKLGDQHTEKASQLQTVETAFKRNLSLLKDIEAAEKSLQTRIHPLPRPEVVSLETRYWASVEEYIPKWEQFLLGRAPYPFAVENQNEAENTIQNEAQR. Result: 0 (no interaction). (7) The miRNA is rno-miR-133b-5p with sequence GCUGGUCAAACGGAACCAAGU. The protein sequence of the target gene is MRVTLSTLDTCESSFTPLVVIELAQDVKDETKEWLKNRIIAKKKDGGAQLLFRPLLNKYEKETLENQNLYLVGASNVRLLLGAEAVGLVKECTDAAMRAFTYGTRHNFKGFHDNNNDFLTMAECQFIIKHELENLRARDEKMIPGYPQAKLYPGKSLMRRLLTSGIVTQVFPLHDTEALKKLEDTWYTRFALKYQPIDSIRSYFGETIALYFGFLEYFTFALIPMAIIGLPYYLFVWEDYDKYVIFASFNLIWSTVILEVWKRGCANMTYRWGTLVMKRQFEEPRPGFHGVLGINSVTGR.... Result: 0 (no interaction).